Dataset: Catalyst prediction with 721,799 reactions and 888 catalyst types from USPTO. Task: Predict which catalyst facilitates the given reaction. (1) Reactant: O[CH2:2][C:3]1[CH:13]=[CH:12][C:6]2[S:7](=[O:11])(=[O:10])[CH2:8][CH2:9][C:5]=2[CH:4]=1.C1(P(C2C=CC=CC=2)C2C=CC=CC=2)C=CC=CC=1.C(Br)(Br)(Br)[Br:34]. Product: [Br:34][CH2:2][C:3]1[CH:13]=[CH:12][C:6]2[S:7](=[O:11])(=[O:10])[CH2:8][CH2:9][C:5]=2[CH:4]=1. The catalyst class is: 2. (2) Reactant: [NH2:1][C:2]1[CH:9]=[CH:8][C:7]([Br:10])=[CH:6][C:3]=1[CH:4]=O.[Cl:11][C:12]1[CH:17]=[CH:16][C:15]([C:18]2[CH:23]=[CH:22][C:21]([O:24][CH3:25])=[CH:20][C:19]=2[C:26](=O)[CH3:27])=[CH:14][CH:13]=1.[OH-].[K+]. Product: [Br:10][C:7]1[CH:6]=[C:3]2[C:2](=[CH:9][CH:8]=1)[N:1]=[C:26]([C:19]1[CH:20]=[C:21]([O:24][CH3:25])[CH:22]=[CH:23][C:18]=1[C:15]1[CH:14]=[CH:13][C:12]([Cl:11])=[CH:17][CH:16]=1)[CH:27]=[CH:4]2. The catalyst class is: 8. (3) Reactant: [O:1]([C:8]1[CH:13]=[CH:12][C:11]([C:14]2[C:19]([C:20]([NH2:22])=[O:21])=[CH:18][CH:17]=[C:16]([CH:23]3[CH2:27][CH2:26][NH:25][CH2:24]3)[N:15]=2)=[CH:10][CH:9]=1)[C:2]1[CH:7]=[CH:6][CH:5]=[CH:4][CH:3]=1.[C:28](Cl)(=[O:31])[CH:29]=[CH2:30]. Product: [C:28]([N:25]1[CH2:26][CH2:27][CH:23]([C:16]2[N:15]=[C:14]([C:11]3[CH:10]=[CH:9][C:8]([O:1][C:2]4[CH:7]=[CH:6][CH:5]=[CH:4][CH:3]=4)=[CH:13][CH:12]=3)[C:19]([C:20]([NH2:22])=[O:21])=[CH:18][CH:17]=2)[CH2:24]1)(=[O:31])[CH:29]=[CH2:30]. The catalyst class is: 2. (4) Reactant: [C:1]1([C:7]2[CH:8]=[C:9](C(=O)C)[S:10][CH:11]=2)[CH:6]=[CH:5][CH:4]=[CH:3][CH:2]=1.[CH3:15][O:16][CH:17](OC)[O:18][CH3:19].O.[C:23]1(C)C=CC(S(O)(=O)=O)=CC=1. Product: [CH3:15][O:16][C:17]([C:11]1[S:10][CH:9]=[CH:8][C:7]=1[C:1]1[CH:2]=[CH:3][CH:4]=[CH:5][CH:6]=1)([O:18][CH3:19])[CH3:23]. The catalyst class is: 5. (5) Reactant: Br[C:2]1[C:11]2[C:6](=[CH:7][CH:8]=[CH:9][CH:10]=2)[C:5]([NH:12][C:13]2[CH:18]=[CH:17][C:16]([C:19]([CH3:22])([CH3:21])[CH3:20])=[CH:15][CH:14]=2)=[N:4][CH:3]=1.[Li]CCCC.CCCCCC.C[O:35][C:36](=O)[CH2:37][O:38][Si](C(C)(C)C)(C)C. Product: [C:19]([C:16]1[CH:17]=[CH:18][C:13]([NH:12][C:5]2[C:6]3[C:11](=[CH:10][CH:9]=[CH:8][CH:7]=3)[C:2]([C:36](=[O:35])[CH2:37][OH:38])=[CH:3][N:4]=2)=[CH:14][CH:15]=1)([CH3:22])([CH3:21])[CH3:20]. The catalyst class is: 1. (6) Reactant: [OH-].[Li+].[C:3]1([C:9]2[N:10]=[C:11]([N:14]3[CH2:18][CH2:17][CH:16]([C:19]([O:21]C)=[O:20])[CH2:15]3)[S:12][CH:13]=2)[CH:8]=[CH:7][CH:6]=[CH:5][CH:4]=1. Product: [C:3]1([C:9]2[N:10]=[C:11]([N:14]3[CH2:18][CH2:17][CH:16]([C:19]([OH:21])=[O:20])[CH2:15]3)[S:12][CH:13]=2)[CH:4]=[CH:5][CH:6]=[CH:7][CH:8]=1. The catalyst class is: 20.